Predict the reactants needed to synthesize the given product. From a dataset of Full USPTO retrosynthesis dataset with 1.9M reactions from patents (1976-2016). (1) Given the product [CH2:1]([N:8]1[C:13](=[O:14])[C:12]2[C:15]([C:41]3[CH:46]=[CH:45][CH:44]=[CH:43][CH:42]=3)=[C:16]([C:26]3[CH:31]=[CH:30][C:29]([O:32][CH:33]([F:34])[F:35])=[C:28]([O:36][CH2:37][CH:38]4[CH2:39][CH2:40]4)[CH:27]=3)[NH:17][C:11]=2[CH:10]=[N:9]1)[C:2]1[CH:3]=[CH:4][CH:5]=[CH:6][CH:7]=1, predict the reactants needed to synthesize it. The reactants are: [CH2:1]([N:8]1[C:13](=[O:14])[C:12]2[C:15]([C:41]3[CH:46]=[CH:45][CH:44]=[CH:43][CH:42]=3)=[C:16]([C:26]3[CH:31]=[CH:30][C:29]([O:32][CH:33]([F:35])[F:34])=[C:28]([O:36][CH2:37][CH:38]4[CH2:40][CH2:39]4)[CH:27]=3)[N:17](COCC[Si](C)(C)C)[C:11]=2[CH:10]=[N:9]1)[C:2]1[CH:7]=[CH:6][CH:5]=[CH:4][CH:3]=1.C1(OC2C=C(C3N(COCC[Si](C)(C)C)C4C=NN(COCC[Si](C)(C)C)C(=O)C=4C=3C)C=CC=2OC(F)F)CC1. (2) Given the product [CH2:32]([O:31][C:29]([NH:28][C@@H:4]([CH2:5][NH:6][C:7]([CH:9]1[CH2:10][CH2:11][N:12]([C:15]2[CH:20]=[CH:19][CH:18]=[C:17]([NH:21][C:22]3[NH:23][CH2:24][CH2:25][CH2:26][N:27]=3)[CH:16]=2)[CH2:13][CH2:14]1)=[O:8])[C:3]([OH:39])=[O:2])=[O:30])[C:33]1[CH:34]=[CH:35][CH:36]=[CH:37][CH:38]=1, predict the reactants needed to synthesize it. The reactants are: C[O:2][C:3](=[O:39])[C@@H:4]([NH:28][C:29]([O:31][CH2:32][C:33]1[CH:38]=[CH:37][CH:36]=[CH:35][CH:34]=1)=[O:30])[CH2:5][NH:6][C:7]([CH:9]1[CH2:14][CH2:13][N:12]([C:15]2[CH:20]=[CH:19][CH:18]=[C:17]([NH:21][C:22]3[NH:23][CH2:24][CH2:25][CH2:26][N:27]=3)[CH:16]=2)[CH2:11][CH2:10]1)=[O:8].[OH-].[Na+].FC(F)(F)C(O)=O.